Dataset: Full USPTO retrosynthesis dataset with 1.9M reactions from patents (1976-2016). Task: Predict the reactants needed to synthesize the given product. (1) Given the product [Cl:47][C:41]1[CH:42]=[N:43][CH:44]=[C:45]([Cl:46])[C:40]=1[NH:39][C:33]1[C:32]2[C:37](=[C:28]([O:27][C@H:16]3[C@H:17]([OH:23])[C@@H:18]([OH:19])[C@H:13]([OH:12])[C@@H:14]([CH2:50][OH:51])[O:15]3)[C:29]([O:48][CH3:49])=[CH:30][CH:31]=2)[O:36][C:35](=[O:38])[CH:34]=1, predict the reactants needed to synthesize it. The reactants are: O.C(N(CC)CC)C.C([O:12][C@H:13]1[C@H:18]([O:19]C(=O)C)[C@@H:17]([O:23]C(=O)C)[C@H:16]([O:27][C:28]2[C:29]([O:48][CH3:49])=[CH:30][CH:31]=[C:32]3[C:37]=2[O:36][C:35](=[O:38])[CH:34]=[C:33]3[NH:39][C:40]2[C:45]([Cl:46])=[CH:44][N:43]=[CH:42][C:41]=2[Cl:47])[O:15][C@@H:14]1[CH2:50][O:51]C(=O)C)(=O)C. (2) Given the product [F:1][C:2]1[CH:3]=[CH:4][C:5]([N:8]2[C:12](=[O:13])[C:11]([C:14]([OH:16])=[O:15])=[CH:10][N:9]2[CH3:19])=[CH:6][CH:7]=1, predict the reactants needed to synthesize it. The reactants are: [F:1][C:2]1[CH:7]=[CH:6][C:5]([N:8]2[C:12](=[O:13])[C:11]([C:14]([O:16]CC)=[O:15])=[CH:10][N:9]2[CH3:19])=[CH:4][CH:3]=1.CO.[OH-].[Na+]. (3) The reactants are: [N:1]1[CH:6]=[CH:5][CH:4]=[CH:3][C:2]=1[C:7]1[CH:36]=[CH:35][C:10]([C:11]([NH:13][CH2:14][CH2:15][O:16][C:17]2[CH:22]=[CH:21][C:20]([CH2:23][CH:24]([N:30]3[CH:34]=[CH:33][CH:32]=[CH:31]3)[C:25]([O:27]CC)=[O:26])=[CH:19][CH:18]=2)=[O:12])=[CH:9][CH:8]=1.[OH-].[Na+]. Given the product [N:1]1[CH:6]=[CH:5][CH:4]=[CH:3][C:2]=1[C:7]1[CH:8]=[CH:9][C:10]([C:11]([NH:13][CH2:14][CH2:15][O:16][C:17]2[CH:22]=[CH:21][C:20]([CH2:23][CH:24]([N:30]3[CH:31]=[CH:32][CH:33]=[CH:34]3)[C:25]([OH:27])=[O:26])=[CH:19][CH:18]=2)=[O:12])=[CH:35][CH:36]=1, predict the reactants needed to synthesize it. (4) The reactants are: [N+:1]([C:4]1[CH:17]=[CH:16][C:7]([O:8][CH2:9][CH2:10][N:11]2[CH2:15][CH2:14][CH2:13][CH2:12]2)=[CH:6][CH:5]=1)([O-])=O.[H][H]. Given the product [N:11]1([CH2:10][CH2:9][O:8][C:7]2[CH:6]=[CH:5][C:4]([NH2:1])=[CH:17][CH:16]=2)[CH2:15][CH2:14][CH2:13][CH2:12]1, predict the reactants needed to synthesize it. (5) Given the product [C:4]([O:3][C:1](=[O:2])[NH:8][C@H:9]([CH3:10])[C:11]([N:18]1[CH2:19][C:16]([F:20])([F:15])[CH2:17]1)=[O:13])([CH3:5])([CH3:6])[CH3:7], predict the reactants needed to synthesize it. The reactants are: [C:1]([NH:8][C@@H:9]([C:11]([OH:13])=O)[CH3:10])([O:3][C:4]([CH3:7])([CH3:6])[CH3:5])=[O:2].Cl.[F:15][C:16]1([F:20])[CH2:19][NH:18][CH2:17]1.C1C=CC2N(O)N=NC=2C=1.C(Cl)CCl.C(N(CC)C(C)C)(C)C. (6) Given the product [OH:24][C:18]([C:20]([F:23])([F:22])[F:21])=[O:19].[OH:24][C:18]([C:20]([F:23])([F:22])[F:21])=[O:19].[F:8][C:7]1([F:9])[CH2:6][CH2:5][CH2:4][C@H:3]([NH2:10])[C@@H:2]1[NH2:1], predict the reactants needed to synthesize it. The reactants are: [NH2:1][C@@H:2]1[C:7]([F:9])([F:8])[CH2:6][CH2:5][CH2:4][C@@H:3]1[NH:10]C(=O)OC(C)(C)C.[C:18]([OH:24])([C:20]([F:23])([F:22])[F:21])=[O:19]. (7) Given the product [CH3:19][C:15]1[CH:14]=[C:13]([C:6]2[CH:7]=[CH:8][C:3]([CH:1]=[O:2])=[CH:4][CH:5]=2)[CH:18]=[CH:17][CH:16]=1, predict the reactants needed to synthesize it. The reactants are: [CH:1]([C:3]1[CH:8]=[CH:7][C:6](B(O)O)=[CH:5][CH:4]=1)=[O:2].Br[C:13]1[CH:14]=[C:15]([CH3:19])[CH:16]=[CH:17][CH:18]=1. (8) The reactants are: [CH3:1][C:2]([CH3:34])([CH3:33])[CH2:3][CH2:4][N:5]1[C:10](=[O:11])[C:9]([C:12]2[N:13]=[S:14]([CH3:26])(=[O:25])[C:15]3[CH:21]=[C:20]([N+:22]([O-])=O)[CH:19]=[CH:18][C:16]=3[N:17]=2)=[C:8]([OH:27])[C:7]([C:28]2[S:29][CH:30]=[CH:31][CH:32]=2)=[N:6]1.NN. Given the product [NH2:22][C:20]1[CH:19]=[CH:18][C:16]2[N:17]=[C:12]([C:9]3[C:10](=[O:11])[N:5]([CH2:4][CH2:3][C:2]([CH3:1])([CH3:34])[CH3:33])[N:6]=[C:7]([C:28]4[S:29][CH:30]=[CH:31][CH:32]=4)[C:8]=3[OH:27])[N:13]=[S:14]([CH3:26])(=[O:25])[C:15]=2[CH:21]=1, predict the reactants needed to synthesize it.